Dataset: Forward reaction prediction with 1.9M reactions from USPTO patents (1976-2016). Task: Predict the product of the given reaction. Given the reactants [Br:1]Br.[CH3:3][S:4]([C:7]1[CH:12]=[CH:11][C:10]([CH3:13])=[CH:9][CH:8]=1)(=[O:6])=[O:5], predict the reaction product. The product is: [Br:1][C:11]1[CH:12]=[C:7]([S:4]([CH3:3])(=[O:5])=[O:6])[CH:8]=[CH:9][C:10]=1[CH3:13].